This data is from Catalyst prediction with 721,799 reactions and 888 catalyst types from USPTO. The task is: Predict which catalyst facilitates the given reaction. (1) Reactant: [Br-:1].C([N+](C(C)(C)C)(C(C)(C)C)C(C)(C)C)(C)(C)C.[NH2:19][C:20]1[CH:21]=[CH:22][C:23]2[O:28][CH2:27][C:26](=[O:29])[N:25]([CH3:30])[C:24]=2[CH:31]=1. Product: [NH2:19][C:20]1[C:21]([Br:1])=[CH:22][C:23]2[O:28][CH2:27][C:26](=[O:29])[N:25]([CH3:30])[C:24]=2[CH:31]=1. The catalyst class is: 61. (2) Reactant: [Br:1][C:2]1[C:13]2[C:5](=[CH:6][C:7]([C:16]3[CH:21]=[CH:20][CH:19]=[CH:18][C:17]=3[Cl:22])=[C:8]3[C:12]=2[C:11](=[O:14])[NH:10][C:9]3=[O:15])[N:4]([CH2:23][CH2:24][CH2:25][O:26]C)[CH:3]=1.B(Br)(Br)Br. Product: [Br:1][C:2]1[C:13]2[C:5](=[CH:6][C:7]([C:16]3[CH:21]=[CH:20][CH:19]=[CH:18][C:17]=3[Cl:22])=[C:8]3[C:12]=2[C:11](=[O:14])[NH:10][C:9]3=[O:15])[N:4]([CH2:23][CH2:24][CH2:25][OH:26])[CH:3]=1. The catalyst class is: 4. (3) Reactant: O.[NH2:2][NH2:3].Cl.CO[C:7]([C:9]1[CH:14]=[CH:13][N:12]2[CH:15]=[CH:16][N:17]=[C:11]2[CH:10]=1)=[NH:8]. Product: [N:17]1[CH:16]=[CH:15][N:12]2[CH:13]=[CH:14][C:9]([C:7]([NH:2][NH2:3])=[NH:8])=[CH:10][C:11]=12. The catalyst class is: 5.